Dataset: Peptide-MHC class I binding affinity with 185,985 pairs from IEDB/IMGT. Task: Regression. Given a peptide amino acid sequence and an MHC pseudo amino acid sequence, predict their binding affinity value. This is MHC class I binding data. The peptide sequence is SQQPYLQL. The MHC is H-2-Kb with pseudo-sequence H-2-Kb. The binding affinity (normalized) is 0.486.